Task: Regression. Given two drug SMILES strings and cell line genomic features, predict the synergy score measuring deviation from expected non-interaction effect.. Dataset: NCI-60 drug combinations with 297,098 pairs across 59 cell lines (1) Drug 1: C1CC(=O)NC(=O)C1N2CC3=C(C2=O)C=CC=C3N. Drug 2: C1CCC(CC1)NC(=O)N(CCCl)N=O. Cell line: EKVX. Synergy scores: CSS=7.39, Synergy_ZIP=-3.79, Synergy_Bliss=-2.23, Synergy_Loewe=0.663, Synergy_HSA=-0.916. (2) Drug 1: CC1CCC2CC(C(=CC=CC=CC(CC(C(=O)C(C(C(=CC(C(=O)CC(OC(=O)C3CCCCN3C(=O)C(=O)C1(O2)O)C(C)CC4CCC(C(C4)OC)OCCO)C)C)O)OC)C)C)C)OC. Drug 2: B(C(CC(C)C)NC(=O)C(CC1=CC=CC=C1)NC(=O)C2=NC=CN=C2)(O)O. Cell line: CCRF-CEM. Synergy scores: CSS=26.1, Synergy_ZIP=2.63, Synergy_Bliss=-6.08, Synergy_Loewe=-13.0, Synergy_HSA=-4.62. (3) Drug 1: C1=CC(=CC=C1CCC2=CNC3=C2C(=O)NC(=N3)N)C(=O)NC(CCC(=O)O)C(=O)O. Drug 2: CCC1(CC2CC(C3=C(CCN(C2)C1)C4=CC=CC=C4N3)(C5=C(C=C6C(=C5)C78CCN9C7C(C=CC9)(C(C(C8N6C)(C(=O)OC)O)OC(=O)C)CC)OC)C(=O)OC)O.OS(=O)(=O)O. Cell line: CAKI-1. Synergy scores: CSS=33.5, Synergy_ZIP=-9.22, Synergy_Bliss=-11.5, Synergy_Loewe=-16.5, Synergy_HSA=-6.17. (4) Drug 2: C1CC(C1)(C(=O)O)C(=O)O.[NH2-].[NH2-].[Pt+2]. Synergy scores: CSS=33.9, Synergy_ZIP=1.08, Synergy_Bliss=2.58, Synergy_Loewe=-2.74, Synergy_HSA=-2.82. Cell line: SK-MEL-5. Drug 1: CNC(=O)C1=CC=CC=C1SC2=CC3=C(C=C2)C(=NN3)C=CC4=CC=CC=N4. (5) Drug 1: CC1=C2C(C(=O)C3(C(CC4C(C3C(C(C2(C)C)(CC1OC(=O)C(C(C5=CC=CC=C5)NC(=O)OC(C)(C)C)O)O)OC(=O)C6=CC=CC=C6)(CO4)OC(=O)C)OC)C)OC. Drug 2: C1=CC(=CC=C1CCCC(=O)O)N(CCCl)CCCl. Cell line: MOLT-4. Synergy scores: CSS=96.5, Synergy_ZIP=9.60, Synergy_Bliss=9.39, Synergy_Loewe=8.67, Synergy_HSA=11.1. (6) Drug 1: C1=NC2=C(N=C(N=C2N1C3C(C(C(O3)CO)O)O)F)N. Drug 2: CN1C2=C(C=C(C=C2)N(CCCl)CCCl)N=C1CCCC(=O)O.Cl. Cell line: HCT-15. Synergy scores: CSS=-4.41, Synergy_ZIP=4.48, Synergy_Bliss=5.34, Synergy_Loewe=2.17, Synergy_HSA=-0.499. (7) Drug 1: C1=C(C(=O)NC(=O)N1)N(CCCl)CCCl. Drug 2: C1=CC=C(C(=C1)C(C2=CC=C(C=C2)Cl)C(Cl)Cl)Cl. Cell line: SK-OV-3. Synergy scores: CSS=19.9, Synergy_ZIP=-5.33, Synergy_Bliss=0.372, Synergy_Loewe=0.548, Synergy_HSA=0.590. (8) Drug 1: CC1OCC2C(O1)C(C(C(O2)OC3C4COC(=O)C4C(C5=CC6=C(C=C35)OCO6)C7=CC(=C(C(=C7)OC)O)OC)O)O. Drug 2: CC1=C2C(C(=O)C3(C(CC4C(C3C(C(C2(C)C)(CC1OC(=O)C(C(C5=CC=CC=C5)NC(=O)OC(C)(C)C)O)O)OC(=O)C6=CC=CC=C6)(CO4)OC(=O)C)O)C)O. Cell line: OVCAR-4. Synergy scores: CSS=13.3, Synergy_ZIP=-9.53, Synergy_Bliss=-7.96, Synergy_Loewe=-17.1, Synergy_HSA=-6.29. (9) Drug 1: C1C(C(OC1N2C=NC3=C(N=C(N=C32)Cl)N)CO)O. Drug 2: CN1C(=O)N2C=NC(=C2N=N1)C(=O)N. Cell line: HOP-92. Synergy scores: CSS=20.4, Synergy_ZIP=-3.36, Synergy_Bliss=-1.44, Synergy_Loewe=-29.3, Synergy_HSA=-2.49. (10) Drug 1: CN(CCCl)CCCl.Cl. Drug 2: CCN(CC)CCCC(C)NC1=C2C=C(C=CC2=NC3=C1C=CC(=C3)Cl)OC. Cell line: SF-268. Synergy scores: CSS=24.6, Synergy_ZIP=-5.17, Synergy_Bliss=-0.384, Synergy_Loewe=0.960, Synergy_HSA=0.780.